Dataset: Reaction yield outcomes from USPTO patents with 853,638 reactions. Task: Predict the reaction yield, written as a fraction of the theoretical maximum amount of product (1.0 means a 100% yield; for example, 0.34 means a 34% yield). (1) The reactants are [F:1][C:2]([F:17])([F:16])[C:3]1[N:8]=[CH:7][C:6]([C:9]2[CH:14]=[CH:13][NH:12][C:11](=[O:15])[CH:10]=2)=[CH:5][N:4]=1.Br[C:19]1[CH:20]=[CH:21][C:22]2[C:23]3[CH2:32][N:31]([C:33]([O:35][C:36]([CH3:39])([CH3:38])[CH3:37])=[O:34])[CH2:30][CH2:29][C:24]=3[N:25]([CH3:28])[C:26]=2[CH:27]=1. No catalyst specified. The product is [CH3:28][N:25]1[C:26]2[CH:27]=[C:19]([N:12]3[CH:13]=[CH:14][C:9]([C:6]4[CH:5]=[N:4][C:3]([C:2]([F:1])([F:16])[F:17])=[N:8][CH:7]=4)=[CH:10][C:11]3=[O:15])[CH:20]=[CH:21][C:22]=2[C:23]2[CH2:32][N:31]([C:33]([O:35][C:36]([CH3:39])([CH3:38])[CH3:37])=[O:34])[CH2:30][CH2:29][C:24]1=2. The yield is 0.240. (2) The reactants are O.NN.[F:4][C:5]([F:35])([F:34])[O:6][C:7]1[CH:12]=[CH:11][C:10]([S:13]([N:16]2[CH2:21][CH2:20][CH:19]([O:22][N:23]3C(=O)C4C(=CC=CC=4)C3=O)[CH2:18][CH2:17]2)(=[O:15])=[O:14])=[CH:9][CH:8]=1. The catalyst is C(O)C. The product is [F:35][C:5]([F:4])([F:34])[O:6][C:7]1[CH:8]=[CH:9][C:10]([S:13]([N:16]2[CH2:21][CH2:20][CH:19]([O:22][NH2:23])[CH2:18][CH2:17]2)(=[O:14])=[O:15])=[CH:11][CH:12]=1. The yield is 0.860. (3) The reactants are [CH2:1]([O:8][C:9]1[CH:14]=[CH:13][N:12]([C:15]2[CH:16]=[CH:17][C:18]3[C:19]4[CH2:27][N:26](C(OC(C)(C)C)=O)[CH2:25][CH2:24][C:20]=4[NH:21][C:22]=3[CH:23]=2)[C:11](=[O:35])[CH:10]=1)[C:2]1[CH:7]=[CH:6][CH:5]=[CH:4][CH:3]=1.[ClH:36]. No catalyst specified. The product is [ClH:36].[ClH:36].[CH2:1]([O:8][C:9]1[CH:14]=[CH:13][N:12]([C:15]2[CH:16]=[CH:17][C:18]3[C:19]4[CH2:27][NH:26][CH2:25][CH2:24][C:20]=4[NH:21][C:22]=3[CH:23]=2)[C:11](=[O:35])[CH:10]=1)[C:2]1[CH:3]=[CH:4][CH:5]=[CH:6][CH:7]=1. The yield is 0.260. (4) The catalyst is O1CCCC1. The yield is 0.850. The reactants are [C:1]([O:5][C:6]([N:8]1[C:16]2[C:11](=[CH:12][C:13]([CH:17]=[O:18])=[CH:14][CH:15]=2)[CH:10]=[C:9]1[C:19]1[C:20]2[S:33][CH:32]=[CH:31][C:21]=2[N:22]([C:24]([O:26][C:27]([CH3:30])([CH3:29])[CH3:28])=[O:25])[N:23]=1)=[O:7])([CH3:4])([CH3:3])[CH3:2].[C:34]1([Mg]Br)[CH:39]=[CH:38][CH:37]=[CH:36][CH:35]=1. The product is [C:1]([O:5][C:6]([N:8]1[C:16]2[C:11](=[CH:12][C:13]([CH:17]([OH:18])[C:34]3[CH:39]=[CH:38][CH:37]=[CH:36][CH:35]=3)=[CH:14][CH:15]=2)[CH:10]=[C:9]1[C:19]1[C:20]2[S:33][CH:32]=[CH:31][C:21]=2[N:22]([C:24]([O:26][C:27]([CH3:30])([CH3:29])[CH3:28])=[O:25])[N:23]=1)=[O:7])([CH3:4])([CH3:2])[CH3:3]. (5) The reactants are [N:1]1[C:10]2[C:5](=[CH:6][CH:7]=[CH:8][CH:9]=2)[CH:4]=[CH:3][C:2]=1[N:11]1[CH2:14][CH:13]([C:15]2[C:16]([C:21]3[CH:22]=[C:23]([CH:28]=[CH:29][CH:30]=3)[C:24]([O:26]C)=[O:25])=[N:17][CH:18]=[CH:19][N:20]=2)[CH2:12]1.O.[OH-].[Li+:33].O. The catalyst is C1COCC1. The product is [N:1]1[C:10]2[C:5](=[CH:6][CH:7]=[CH:8][CH:9]=2)[CH:4]=[CH:3][C:2]=1[N:11]1[CH2:12][CH:13]([C:15]2[C:16]([C:21]3[CH:22]=[C:23]([CH:28]=[CH:29][CH:30]=3)[C:24]([O-:26])=[O:25])=[N:17][CH:18]=[CH:19][N:20]=2)[CH2:14]1.[Li+:33]. The yield is 1.08. (6) The reactants are N[C:2]1([Br:14])[CH:7]=[CH:6][C:5]([C:8]2[CH:13]=[CH:12][CH:11]=[CH:10][CH:9]=2)=[CH:4][CH2:3]1.[BH3-][C:16]#[N:17].[Na+].[OH-].[Na+].[CH3:21]C(O)=O. No catalyst specified. The product is [Br:14][C:2]1([N:17]([CH3:16])[CH3:21])[CH:7]=[CH:6][C:5]([C:8]2[CH:13]=[CH:12][CH:11]=[CH:10][CH:9]=2)=[CH:4][CH2:3]1. The yield is 0.790. (7) The reactants are [CH3:1][O:2][C:3]1[CH:11]=[CH:10][C:6]([C:7](O)=[O:8])=[CH:5][C:4]=1[S:12](=[O:25])(=[O:24])[NH:13][C:14]1[CH:15]=[N:16][C:17]2[C:22]([CH:23]=1)=[CH:21][CH:20]=[CH:19][CH:18]=2.CN(C(O[N:34]1N=N[C:36]2C=CC=N[C:35]1=2)=[N+](C)C)C.F[P-](F)(F)(F)(F)F.CCN(C(C)C)C(C)C.Cl.C(N)C. The catalyst is C(Cl)Cl. The product is [CH2:35]([NH:34][C:7](=[O:8])[C:6]1[CH:10]=[CH:11][C:3]([O:2][CH3:1])=[C:4]([S:12](=[O:25])(=[O:24])[NH:13][C:14]2[CH:15]=[N:16][C:17]3[C:22]([CH:23]=2)=[CH:21][CH:20]=[CH:19][CH:18]=3)[CH:5]=1)[CH3:36]. The yield is 0.280. (8) The reactants are [O:1]1[CH:5]=[C:4]([CH:6]([C:8]2[N:9]=[CH:10][O:11][CH:12]=2)O)[N:3]=[CH:2]1.CCN(C(C)C)C(C)C.CS(Cl)(=O)=O.[N:27]1([C:33]([O:35][C:36]([CH3:39])([CH3:38])[CH3:37])=[O:34])[CH2:32][CH2:31][NH:30][CH2:29][CH2:28]1. The catalyst is C(Cl)Cl. The product is [O:1]1[CH:5]=[C:4]([CH:6]([C:8]2[N:9]=[CH:10][O:11][CH:12]=2)[N:30]2[CH2:29][CH2:28][N:27]([C:33]([O:35][C:36]([CH3:39])([CH3:38])[CH3:37])=[O:34])[CH2:32][CH2:31]2)[N:3]=[CH:2]1. The yield is 0.280. (9) The reactants are C([O:3][C:4](=[O:15])[CH2:5][NH:6][C:7]1[CH:12]=[CH:11][C:10]([Cl:13])=[C:9]([Cl:14])[CH:8]=1)C. The catalyst is Cl. The product is [Cl:14][C:9]1[CH:8]=[C:7]([NH:6][CH2:5][C:4]([OH:15])=[O:3])[CH:12]=[CH:11][C:10]=1[Cl:13]. The yield is 0.840.